From a dataset of Full USPTO retrosynthesis dataset with 1.9M reactions from patents (1976-2016). Predict the reactants needed to synthesize the given product. (1) Given the product [Br:1][C:2]1[C:7]([NH:8][C:9](=[O:12])[CH2:10][N:21]2[CH2:22][CH2:23][N:18]([CH2:17][CH2:16][OH:15])[CH2:19][CH2:20]2)=[C:6]([Br:13])[CH:5]=[C:4]([CH3:14])[N:3]=1, predict the reactants needed to synthesize it. The reactants are: [Br:1][C:2]1[C:7]([NH:8][C:9](=[O:12])[CH2:10]Br)=[C:6]([Br:13])[CH:5]=[C:4]([CH3:14])[N:3]=1.[OH:15][CH2:16][CH2:17][N:18]1[CH2:23][CH2:22][NH:21][CH2:20][CH2:19]1.C(=O)([O-])[O-].[K+].[K+]. (2) Given the product [C:1]([N:4]1[C:13]2[C:8](=[CH:9][C:10]([C:14]([NH:61][CH2:60][CH2:59][N:56]3[CH2:57][CH2:58][O:53][CH2:54][CH2:55]3)=[O:16])=[CH:11][CH:12]=2)[C@H:7]([NH:17][C:18]2[CH:23]=[CH:22][CH:21]=[C:20]([CH3:24])[N:19]=2)[C@@H:6]([CH3:25])[C@@H:5]1[CH:26]1[CH2:28][CH2:27]1)(=[O:3])[CH3:2], predict the reactants needed to synthesize it. The reactants are: [C:1]([N:4]1[C:13]2[C:8](=[CH:9][C:10]([C:14]([OH:16])=O)=[CH:11][CH:12]=2)[C@H:7]([NH:17][C:18]2[CH:23]=[CH:22][CH:21]=[C:20]([CH3:24])[N:19]=2)[C@@H:6]([CH3:25])[C@@H:5]1[CH:26]1[CH2:28][CH2:27]1)(=[O:3])[CH3:2].CN(C(ON1N=NC2C=CC=NC1=2)=[N+](C)C)C.F[P-](F)(F)(F)(F)F.[O:53]1[CH2:58][CH2:57][N:56]([CH2:59][CH2:60][NH2:61])[CH2:55][CH2:54]1.CCN(C(C)C)C(C)C. (3) Given the product [O:1]=[C:2]([C:25]1[CH:30]=[CH:29][N:28]=[CH:27][CH:26]=1)[CH:3]([C:7]1[CH:8]=[CH:9][C:10]([O:13][CH2:14][C:15]2[CH:24]=[CH:23][C:22]3[C:17](=[CH:18][CH:19]=[CH:20][CH:21]=3)[N:16]=2)=[CH:11][CH:12]=1)[C:4]([O:6][CH3:31])=[O:5], predict the reactants needed to synthesize it. The reactants are: [OH:1][CH:2]([C:25]1[CH:30]=[CH:29][N:28]=[CH:27][CH:26]=1)[CH:3]([C:7]1[CH:12]=[CH:11][C:10]([O:13][CH2:14][C:15]2[CH:24]=[CH:23][C:22]3[C:17](=[CH:18][CH:19]=[CH:20][CH:21]=3)[N:16]=2)=[CH:9][CH:8]=1)[C:4]([O-:6])=[O:5].[CH3:31]C(OI1(OC(C)=O)(OC(C)=O)OC(=O)C2C=CC=CC1=2)=O. (4) The reactants are: [F:1][C:2]1([F:23])[CH2:7][CH2:6][CH:5]([NH:8][C:9]([NH:11][C:12]([NH:14][CH:15]2[CH2:20][CH2:19][C:18]([F:22])([F:21])[CH2:17][CH2:16]2)=[NH:13])=[NH:10])[CH2:4][CH2:3]1.[CH3:24][N:25]1[CH:29]=[CH:28][C:27]([C:30](OC)=O)=[N:26]1.C[O-].[Na+].O. Given the product [F:1][C:2]1([F:23])[CH2:7][CH2:6][CH:5]([NH:8][C:9]2[N:11]=[C:12]([NH:14][CH:15]3[CH2:20][CH2:19][C:18]([F:21])([F:22])[CH2:17][CH2:16]3)[N:13]=[C:30]([C:27]3[CH:28]=[CH:29][N:25]([CH3:24])[N:26]=3)[N:10]=2)[CH2:4][CH2:3]1, predict the reactants needed to synthesize it. (5) Given the product [N:2]1([CH2:8][C:9]([O:11][CH2:12][CH3:13])=[O:10])[CH:6]=[CH:5][N:4]=[CH:3]1, predict the reactants needed to synthesize it. The reactants are: [Na].[NH:2]1[CH:6]=[CH:5][N:4]=[CH:3]1.Br[CH2:8][C:9]([O:11][CH2:12][CH3:13])=[O:10]. (6) The reactants are: [F:1][C:2]([F:39])([F:38])[C:3]1[CH:4]=[C:5]([NH:9][C:10]([C:12]2[C:21]3[C:16](=[CH:17][C:18]([O:22][C:23]4[CH:28]=[C:27]([CH2:29][O:30]CC5C=CC=CC=5)[N:26]=[CH:25][N:24]=4)=[CH:19][CH:20]=3)[CH:15]=[CH:14][CH:13]=2)=[O:11])[CH:6]=[CH:7][CH:8]=1.CS(O)(=O)=O.[OH-].[Na+]. Given the product [F:39][C:2]([F:1])([F:38])[C:3]1[CH:4]=[C:5]([NH:9][C:10]([C:12]2[C:21]3[C:16](=[CH:17][C:18]([O:22][C:23]4[CH:28]=[C:27]([CH2:29][OH:30])[N:26]=[CH:25][N:24]=4)=[CH:19][CH:20]=3)[CH:15]=[CH:14][CH:13]=2)=[O:11])[CH:6]=[CH:7][CH:8]=1, predict the reactants needed to synthesize it. (7) Given the product [C:5]([C:7]1[CH:8]=[C:9]([C:17]2[S:21][CH2:20][N:19]([C:22]3[CH:27]=[CH:26][C:25]([CH2:28][CH2:29][C:30]([O:32][CH2:33][CH3:34])=[O:31])=[CH:24][C:23]=3[CH3:35])[N:18]=2)[CH:10]=[CH:11][C:12]=1[OH:13])#[N:6], predict the reactants needed to synthesize it. The reactants are: B(Cl)(Cl)Cl.[C:5]([C:7]1[CH:8]=[C:9]([C:17]2[S:21][CH2:20][N:19]([C:22]3[CH:27]=[CH:26][C:25]([CH2:28][CH2:29][C:30]([O:32][CH2:33][CH3:34])=[O:31])=[CH:24][C:23]=3[CH3:35])[N:18]=2)[CH:10]=[CH:11][C:12]=1[O:13]C(C)C)#[N:6].